This data is from NCI-60 drug combinations with 297,098 pairs across 59 cell lines. The task is: Regression. Given two drug SMILES strings and cell line genomic features, predict the synergy score measuring deviation from expected non-interaction effect. Drug 1: CC1C(C(=O)NC(C(=O)N2CCCC2C(=O)N(CC(=O)N(C(C(=O)O1)C(C)C)C)C)C(C)C)NC(=O)C3=C4C(=C(C=C3)C)OC5=C(C(=O)C(=C(C5=N4)C(=O)NC6C(OC(=O)C(N(C(=O)CN(C(=O)C7CCCN7C(=O)C(NC6=O)C(C)C)C)C)C(C)C)C)N)C. Drug 2: C1C(C(OC1N2C=C(C(=O)NC2=O)F)CO)O. Cell line: MALME-3M. Synergy scores: CSS=17.1, Synergy_ZIP=-6.80, Synergy_Bliss=-3.68, Synergy_Loewe=-2.69, Synergy_HSA=-2.00.